From a dataset of NCI-60 drug combinations with 297,098 pairs across 59 cell lines. Regression. Given two drug SMILES strings and cell line genomic features, predict the synergy score measuring deviation from expected non-interaction effect. (1) Drug 1: C1=C(C(=O)NC(=O)N1)N(CCCl)CCCl. Drug 2: CN(C)C1=NC(=NC(=N1)N(C)C)N(C)C. Cell line: HS 578T. Synergy scores: CSS=11.4, Synergy_ZIP=-0.774, Synergy_Bliss=7.11, Synergy_Loewe=-6.79, Synergy_HSA=0.614. (2) Drug 1: COC1=CC(=CC(=C1O)OC)C2C3C(COC3=O)C(C4=CC5=C(C=C24)OCO5)OC6C(C(C7C(O6)COC(O7)C8=CC=CS8)O)O. Drug 2: CCN(CC)CCNC(=O)C1=C(NC(=C1C)C=C2C3=C(C=CC(=C3)F)NC2=O)C. Cell line: UO-31. Synergy scores: CSS=17.3, Synergy_ZIP=-4.31, Synergy_Bliss=-1.94, Synergy_Loewe=0.572, Synergy_HSA=0.312. (3) Drug 1: CC1=C2C(C(=O)C3(C(CC4C(C3C(C(C2(C)C)(CC1OC(=O)C(C(C5=CC=CC=C5)NC(=O)OC(C)(C)C)O)O)OC(=O)C6=CC=CC=C6)(CO4)OC(=O)C)OC)C)OC. Drug 2: CCC1(CC2CC(C3=C(CCN(C2)C1)C4=CC=CC=C4N3)(C5=C(C=C6C(=C5)C78CCN9C7C(C=CC9)(C(C(C8N6C=O)(C(=O)OC)O)OC(=O)C)CC)OC)C(=O)OC)O.OS(=O)(=O)O. Cell line: M14. Synergy scores: CSS=51.3, Synergy_ZIP=1.90, Synergy_Bliss=2.39, Synergy_Loewe=-3.14, Synergy_HSA=2.94. (4) Drug 1: C1=NNC2=C1C(=O)NC=N2. Drug 2: C1CCC(C(C1)N)N.C(=O)(C(=O)[O-])[O-].[Pt+4]. Cell line: HL-60(TB). Synergy scores: CSS=26.7, Synergy_ZIP=-0.704, Synergy_Bliss=-4.91, Synergy_Loewe=-45.7, Synergy_HSA=-6.11. (5) Drug 1: CC1=C(N=C(N=C1N)C(CC(=O)N)NCC(C(=O)N)N)C(=O)NC(C(C2=CN=CN2)OC3C(C(C(C(O3)CO)O)O)OC4C(C(C(C(O4)CO)O)OC(=O)N)O)C(=O)NC(C)C(C(C)C(=O)NC(C(C)O)C(=O)NCCC5=NC(=CS5)C6=NC(=CS6)C(=O)NCCC[S+](C)C)O. Drug 2: C1=CC=C(C(=C1)C(C2=CC=C(C=C2)Cl)C(Cl)Cl)Cl. Cell line: HS 578T. Synergy scores: CSS=3.27, Synergy_ZIP=1.44, Synergy_Bliss=9.98, Synergy_Loewe=-11.5, Synergy_HSA=-3.63.